From a dataset of Peptide-MHC class I binding affinity with 185,985 pairs from IEDB/IMGT. Regression. Given a peptide amino acid sequence and an MHC pseudo amino acid sequence, predict their binding affinity value. This is MHC class I binding data. (1) The peptide sequence is LLILGLIFFV. The MHC is HLA-A02:03 with pseudo-sequence HLA-A02:03. The binding affinity (normalized) is 0.209. (2) The peptide sequence is HYPKVYKTY. The MHC is HLA-A24:02 with pseudo-sequence HLA-A24:02. The binding affinity (normalized) is 0.349. (3) The binding affinity (normalized) is 0. The peptide sequence is TTTDSRCPTQ. The MHC is HLA-A30:01 with pseudo-sequence HLA-A30:01. (4) The peptide sequence is ETFGFEIQSY. The MHC is Mamu-B8301 with pseudo-sequence Mamu-B8301. The binding affinity (normalized) is 0.220. (5) The peptide sequence is IRQAGVQY. The MHC is HLA-A02:03 with pseudo-sequence HLA-A02:03. The binding affinity (normalized) is 0.